The task is: Predict the reactants needed to synthesize the given product.. This data is from Full USPTO retrosynthesis dataset with 1.9M reactions from patents (1976-2016). (1) Given the product [Br:1][C:2]1[CH:3]=[C:4]([O:19][C:20]2[CH:25]=[CH:24][CH:23]=[CH:22][CH:21]=2)[C:5]([NH:8][C:9]2[S:10][CH:11]=[C:12]([CH2:14][CH2:15][C:16]([NH:32][CH3:30])=[O:18])[N:13]=2)=[N:6][CH:7]=1, predict the reactants needed to synthesize it. The reactants are: [Br:1][C:2]1[CH:3]=[C:4]([O:19][C:20]2[CH:25]=[CH:24][CH:23]=[CH:22][CH:21]=2)[C:5]([NH:8][C:9]2[S:10][CH:11]=[C:12]([CH2:14][CH2:15][C:16]([OH:18])=O)[N:13]=2)=[N:6][CH:7]=1.C1C=CC2N(O)N=[N:32][C:30]=2C=1.O.CCN(C(C)C)C(C)C.CCN=C=NCCCN(C)C.CN. (2) Given the product [NH2:8][CH:3]1[CH2:4][CH2:5][C:6](=[O:7])[C:2]1([CH3:19])[CH3:1], predict the reactants needed to synthesize it. The reactants are: [CH3:1][C:2]1([CH3:19])[C:6](=[O:7])[CH2:5][CH2:4][CH:3]1[NH:8]C(=O)OCC1C=CC=CC=1. (3) Given the product [F:32][C:31]([F:34])([F:33])[C:28]1[CH:29]=[CH:30][C:25]([O:24][C:21]2[CH:22]=[CH:23][C:18]([O:17][C:15](=[O:16])[N:2]([CH3:1])[C:3]3[CH:8]=[CH:7][CH:6]=[CH:5][C:4]=3[O:9][C:10]([F:11])([F:12])[F:13])=[CH:19][CH:20]=2)=[N:26][CH:27]=1, predict the reactants needed to synthesize it. The reactants are: [CH3:1][NH:2][C:3]1[CH:8]=[CH:7][CH:6]=[CH:5][C:4]=1[O:9][C:10]([F:13])([F:12])[F:11].Cl[C:15]([O:17][C:18]1[CH:23]=[CH:22][C:21]([O:24][C:25]2[CH:30]=[CH:29][C:28]([C:31]([F:34])([F:33])[F:32])=[CH:27][N:26]=2)=[CH:20][CH:19]=1)=[O:16].